From a dataset of Reaction yield outcomes from USPTO patents with 853,638 reactions. Predict the reaction yield, written as a fraction of the theoretical maximum amount of product (1.0 means a 100% yield; for example, 0.34 means a 34% yield). (1) The reactants are [CH3:1][C@H:2]1[CH2:11][C:9](=[O:10])[C:5](=[C:6]([CH3:8])[CH3:7])[CH2:4][CH2:3]1.C([O-])(O)=[O:13].[Na+].Cl.[CH3:18][CH2:19]OCC. The catalyst is BrBr.CC[O-].[Na+].O. The product is [CH3:1][C@@H:2]1[CH2:3][CH2:4][C:5](=[C:6]([CH3:7])[CH3:8])[CH:11]1[C:9]([O:10][CH2:18][CH3:19])=[O:13]. The yield is 0.640. (2) The reactants are C([O:4][CH2:5][C:6]1[CH:7]=[C:8]2[CH:14]=[CH:13][O:12][C:9]2=[CH:10][N:11]=1)(=O)C.C([O-])([O-])=O.[K+].[K+].O.C(Cl)[Cl:23]. No catalyst specified. The product is [Cl:23][C:14]1[C:8]2[C:9](=[CH:10][N:11]=[C:6]([CH2:5][OH:4])[CH:7]=2)[O:12][CH:13]=1. The yield is 0.680. (3) The reactants are [OH-].[Na+].C(O)C.C[O:7][C:8](=[O:29])[C:9]1[CH:18]=[C:17]([C:19]2[S:20][CH:21]=[CH:22][CH:23]=2)[C:12]([C:13]([O:15]C)=[O:14])=[CH:11][C:10]=1[C:24]1[S:25][CH:26]=[CH:27][CH:28]=1. The catalyst is O. The product is [S:20]1[CH:21]=[CH:22][CH:23]=[C:19]1[C:17]1[CH:18]=[C:9]([C:8]([OH:29])=[O:7])[C:10]([C:24]2[S:25][CH:26]=[CH:27][CH:28]=2)=[CH:11][C:12]=1[C:13]([OH:15])=[O:14]. The yield is 0.840.